Dataset: Peptide-MHC class II binding affinity with 134,281 pairs from IEDB. Task: Regression. Given a peptide amino acid sequence and an MHC pseudo amino acid sequence, predict their binding affinity value. This is MHC class II binding data. The peptide sequence is SLRLSCAASGFTFSS. The MHC is DRB1_0401 with pseudo-sequence DRB1_0401. The binding affinity (normalized) is 0.590.